Dataset: Peptide-MHC class I binding affinity with 185,985 pairs from IEDB/IMGT. Task: Regression. Given a peptide amino acid sequence and an MHC pseudo amino acid sequence, predict their binding affinity value. This is MHC class I binding data. (1) The peptide sequence is VLMKQIPIW. The MHC is HLA-B15:01 with pseudo-sequence HLA-B15:01. The binding affinity (normalized) is 0.0847. (2) The peptide sequence is LKQVYFESF. The MHC is H-2-Kb with pseudo-sequence H-2-Kb. The binding affinity (normalized) is 0.301. (3) The peptide sequence is SVYGLMGFK. The MHC is HLA-A03:01 with pseudo-sequence HLA-A03:01. The binding affinity (normalized) is 0.787. (4) The peptide sequence is CCNWLDRCRH. The MHC is HLA-A33:01 with pseudo-sequence HLA-A33:01. The binding affinity (normalized) is 0.106. (5) The peptide sequence is YIDISDVKVL. The MHC is HLA-A68:02 with pseudo-sequence HLA-A68:02. The binding affinity (normalized) is 0.239. (6) The peptide sequence is DEAQEDEEHYL. The MHC is Mamu-B01 with pseudo-sequence Mamu-B01. The binding affinity (normalized) is 0.00827. (7) The peptide sequence is MCNAVDEFLLL. The MHC is H-2-Kd with pseudo-sequence H-2-Kd. The binding affinity (normalized) is 0.187. (8) The peptide sequence is ISYCRAFIY. The MHC is HLA-A03:01 with pseudo-sequence HLA-A03:01. The binding affinity (normalized) is 0.966.